Task: Predict the reactants needed to synthesize the given product.. Dataset: Full USPTO retrosynthesis dataset with 1.9M reactions from patents (1976-2016) (1) Given the product [CH3:1][O:2][C:3]1[C:12]([NH:13][C:14]([N:33]2[CH2:32][CH2:31][N:30]([C:24]3[CH:23]=[C:22]([O:21][CH3:20])[CH:27]=[C:26]([O:28][CH3:29])[CH:25]=3)[CH2:35][CH2:34]2)=[O:18])=[N:11][C:10]2[C:5](=[CH:6][CH:7]=[C:8]([CH3:19])[CH:9]=2)[N:4]=1, predict the reactants needed to synthesize it. The reactants are: [CH3:1][O:2][C:3]1[C:12]([NH:13][C:14](=[O:18])OCC)=[N:11][C:10]2[C:5](=[CH:6][CH:7]=[C:8]([CH3:19])[CH:9]=2)[N:4]=1.[CH3:20][O:21][C:22]1[CH:23]=[C:24]([N:30]2[CH2:35][CH2:34][NH:33][CH2:32][CH2:31]2)[CH:25]=[C:26]([O:28][CH3:29])[CH:27]=1. (2) Given the product [CH2:1]([NH:4][C:5]1[C:14]2[C:9](=[CH:10][CH:11]=[C:12]([N+:15]([O-:17])=[O:16])[CH:13]=2)[N:8]=[C:7]([NH:21][CH2:20][CH2:19][NH2:22])[N:6]=1)[CH:2]=[CH2:3], predict the reactants needed to synthesize it. The reactants are: [CH2:1]([NH:4][C:5]1[C:14]2[C:9](=[CH:10][CH:11]=[C:12]([N+:15]([O-:17])=[O:16])[CH:13]=2)[N:8]=[C:7](Cl)[N:6]=1)[CH:2]=[CH2:3].[CH2:19]([NH2:22])[CH2:20][NH2:21]. (3) Given the product [CH3:21][C:20]1[CH:19]=[C:18]([CH3:22])[NH:17][C:16](=[O:23])[C:15]=1[CH2:14][NH:13][C:11]([C:9]1[CH:10]=[C:2]([B:33]2[O:37][C:36]([CH3:39])([CH3:38])[C:35]([CH3:41])([CH3:40])[O:34]2)[CH:3]=[C:4]2[C:8]=1[N:7]([CH3:24])[CH:6]=[C:5]2[CH:25]([CH3:27])[CH3:26])=[O:12], predict the reactants needed to synthesize it. The reactants are: Br[C:2]1[CH:3]=[C:4]2[C:8](=[C:9]([C:11]([NH:13][CH2:14][C:15]3[C:16](=[O:23])[NH:17][C:18]([CH3:22])=[CH:19][C:20]=3[CH3:21])=[O:12])[CH:10]=1)[N:7]([CH3:24])[CH:6]=[C:5]2[CH:25]([CH3:27])[CH3:26].C([O-])(=O)C.[K+].[B:33]1([B:33]2[O:37][C:36]([CH3:39])([CH3:38])[C:35]([CH3:41])([CH3:40])[O:34]2)[O:37][C:36]([CH3:39])([CH3:38])[C:35]([CH3:41])([CH3:40])[O:34]1. (4) Given the product [NH2:8][CH2:9][C:10]1[CH:11]=[C:12]([C:16]2[CH:21]=[CH:20][CH:19]=[C:18]([CH2:22][CH2:23][C:24]3[CH:29]=[CH:28][CH:27]=[CH:26][C:25]=3[CH2:30][C:31]([OH:33])=[O:32])[CH:17]=2)[CH:13]=[CH:14][CH:15]=1, predict the reactants needed to synthesize it. The reactants are: C(OC([NH:8][CH2:9][C:10]1[CH:11]=[C:12]([C:16]2[CH:21]=[CH:20][CH:19]=[C:18]([C:22]#[C:23][C:24]3[CH:29]=[CH:28][CH:27]=[CH:26][C:25]=3[CH2:30][C:31]([O:33]C)=[O:32])[CH:17]=2)[CH:13]=[CH:14][CH:15]=1)=O)(C)(C)C.C(O)(C(F)(F)F)=O.[Li+].[OH-].